Dataset: Catalyst prediction with 721,799 reactions and 888 catalyst types from USPTO. Task: Predict which catalyst facilitates the given reaction. (1) Reactant: [CH3:1][C:2]1[C:3]([NH2:8])=[N:4][CH:5]=[CH:6][CH:7]=1.[C:9]([O:13][C:14](O[C:14]([O:13][C:9]([CH3:12])([CH3:11])[CH3:10])=[O:15])=[O:15])([CH3:12])([CH3:11])[CH3:10]. Product: [C:9]([O:13][C:14](=[O:15])[NH:8][C:3]1[C:2]([CH3:1])=[CH:7][CH:6]=[CH:5][N:4]=1)([CH3:12])([CH3:11])[CH3:10]. The catalyst class is: 13. (2) Reactant: [CH2:1]([N:3]1[C:11]([I:12])=[N:10][C:9]2[C:4]1=[N:5][CH:6]=[N:7][C:8]=2[O:13][C@H:14]1[CH2:18][CH2:17][NH:16][CH2:15]1)[CH3:2].C(O)(C(F)(F)F)=O.[CH:26]1([C:29](O)=[O:30])[CH2:28][CH2:27]1.CCN(C(C)C)C(C)C.CCCP(=O)=O. Product: [CH:26]1([C:29]([N:16]2[CH2:17][CH2:18][C@H:14]([O:13][C:8]3[N:7]=[CH:6][N:5]=[C:4]4[C:9]=3[N:10]=[C:11]([I:12])[N:3]4[CH2:1][CH3:2])[CH2:15]2)=[O:30])[CH2:28][CH2:27]1. The catalyst class is: 136. (3) Reactant: Br[C:2]1[CH:30]=[CH:29][C:5]([CH2:6][O:7][C@H:8]([C@@H:12]2[CH2:14][C@@H:13]2[CH:15]2[CH2:20][CH2:19][N:18]([C:21]3[N:26]=[CH:25][C:24]([CH2:27][CH3:28])=[CH:23][N:22]=3)[CH2:17][CH2:16]2)[CH2:9][O:10][CH3:11])=[CH:4][CH:3]=1.[Li]CCCC.[CH3:36][S:37]SC. Product: [CH2:27]([C:24]1[CH:23]=[N:22][C:21]([N:18]2[CH2:19][CH2:20][CH:15]([C@H:13]3[CH2:14][C@H:12]3[C@@H:8]([O:7][CH2:6][C:5]3[CH:29]=[CH:30][C:2]([S:37][CH3:36])=[CH:3][CH:4]=3)[CH2:9][O:10][CH3:11])[CH2:16][CH2:17]2)=[N:26][CH:25]=1)[CH3:28]. The catalyst class is: 1. (4) Reactant: [CH3:1][N:2]1[C:6]([NH:7][C:8]([C:21]2[CH:26]=[CH:25][CH:24]=[CH:23][CH:22]=2)([C:15]2[CH:20]=[CH:19][CH:18]=[CH:17][CH:16]=2)[C:9]2[CH:14]=[CH:13][CH:12]=[CH:11][CH:10]=2)=[C:5]([NH:27][C:28](=[O:35])[CH2:29][C:30]([O:32]CC)=[O:31])[CH:4]=[N:3]1.[OH-].[Na+]. Product: [CH3:1][N:2]1[C:6]([NH:7][C:8]([C:15]2[CH:16]=[CH:17][CH:18]=[CH:19][CH:20]=2)([C:21]2[CH:26]=[CH:25][CH:24]=[CH:23][CH:22]=2)[C:9]2[CH:10]=[CH:11][CH:12]=[CH:13][CH:14]=2)=[C:5]([NH:27][C:28](=[O:35])[CH2:29][C:30]([OH:32])=[O:31])[CH:4]=[N:3]1. The catalyst class is: 7. (5) Reactant: Cl[C:2]1[CH:3]=[C:4]([NH:13][C:14]2[CH:19]=[CH:18][C:17]([O:20][CH2:21][CH3:22])=[CH:16][CH:15]=2)[C:5]2[N:6]([C:8]([C:11]#[N:12])=[CH:9][N:10]=2)[N:7]=1.CCOC1C=CC(N)=CC=1.[NH2:33][C@H:34]1[CH2:39][CH2:38][C@H:37]([NH2:40])[CH2:36][CH2:35]1. Product: [NH2:33][C@H:34]1[CH2:39][CH2:38][C@H:37]([NH:40][C:2]2[CH:3]=[C:4]([NH:13][C:14]3[CH:19]=[CH:18][C:17]([O:20][CH2:21][CH3:22])=[CH:16][CH:15]=3)[C:5]3[N:6]([C:8]([C:11]#[N:12])=[CH:9][N:10]=3)[N:7]=2)[CH2:36][CH2:35]1. The catalyst class is: 6. (6) Reactant: [I:1][C:2]1[C:6]2=[N:7][CH:8]=[CH:9][C:10]([C:11]#[N:12])=[C:5]2[NH:4][CH:3]=1.[C:13](O[C:13]([O:15][C:16]([CH3:19])([CH3:18])[CH3:17])=[O:14])([O:15][C:16]([CH3:19])([CH3:18])[CH3:17])=[O:14]. The catalyst class is: 143. Product: [C:11]([C:10]1[CH:9]=[CH:8][N:7]=[C:6]2[C:2]([I:1])=[CH:3][N:4]([C:13]([O:15][C:16]([CH3:19])([CH3:18])[CH3:17])=[O:14])[C:5]=12)#[N:12]. (7) Reactant: C[O:2][C:3]([C:5]1[CH:6]=[N:7][N:8]([C:13]2[CH:18]=[CH:17][C:16]([S:19]([CH3:22])(=[O:21])=[O:20])=[CH:15][C:14]=2[Cl:23])[C:9]=1[CH:10]1[CH2:12][CH2:11]1)=[O:4].[OH-].[Na+]. Product: [CH:10]1([C:9]2[N:8]([C:13]3[CH:18]=[CH:17][C:16]([S:19]([CH3:22])(=[O:21])=[O:20])=[CH:15][C:14]=3[Cl:23])[N:7]=[CH:6][C:5]=2[C:3]([OH:4])=[O:2])[CH2:11][CH2:12]1. The catalyst class is: 6.